From a dataset of Catalyst prediction with 721,799 reactions and 888 catalyst types from USPTO. Predict which catalyst facilitates the given reaction. (1) Reactant: CS(C)=O.C(Cl)(=O)C(Cl)=O.[C:11]([N:18]1[CH2:24][CH2:23][CH2:22][C@H:19]1[CH2:20][OH:21])([O:13][C:14]([CH3:17])([CH3:16])[CH3:15])=[O:12].C(N(CC)CC)C. Product: [C:11]([N:18]1[CH2:24][CH2:23][CH2:22][C@H:19]1[CH:20]=[O:21])([O:13][C:14]([CH3:17])([CH3:16])[CH3:15])=[O:12]. The catalyst class is: 34. (2) Reactant: C([Si](C)(C)[O:6][CH2:7][C:8]([N:11]1[C:19]2[C:18]([F:20])=[CH:17][N:16]=[CH:15][C:14]=2[C:13]([C:21]([C:23]2[CH:24]=[C:25]([NH:29][C:30](=[O:42])[CH2:31][C:32]3[CH:37]=[CH:36][C:35]([C:38]([F:41])([F:40])[F:39])=[CH:34][CH:33]=3)[CH:26]=[N:27][CH:28]=2)=[O:22])=[CH:12]1)([CH3:10])[CH3:9])(C)(C)C. Product: [F:20][C:18]1[C:19]2[N:11]([C:8]([CH3:10])([CH3:9])[CH2:7][OH:6])[CH:12]=[C:13]([C:21]([C:23]3[CH:24]=[C:25]([NH:29][C:30](=[O:42])[CH2:31][C:32]4[CH:33]=[CH:34][C:35]([C:38]([F:39])([F:41])[F:40])=[CH:36][CH:37]=4)[CH:26]=[N:27][CH:28]=3)=[O:22])[C:14]=2[CH:15]=[N:16][CH:17]=1. The catalyst class is: 1. (3) Reactant: [O:1]1[CH2:6][CH2:5][N:4]([CH2:7][CH2:8][NH:9][CH2:10]/[C:11](/[CH2:27][O:28][C:29]2[C:38]3[C:33](=[CH:34][CH:35]=[CH:36][CH:37]=3)[CH:32]=[CH:31][CH:30]=2)=[CH:12]/[CH2:13][CH2:14][CH2:15][CH2:16][C:17]([NH:19][O:20]C2CCCCO2)=[O:18])[CH2:3][CH2:2]1.FC(F)(F)C(O)=O. Product: [OH:20][NH:19][C:17](=[O:18])[CH2:16][CH2:15][CH2:14][CH2:13]/[CH:12]=[C:11](\[CH2:27][O:28][C:29]1[C:38]2[C:33](=[CH:34][CH:35]=[CH:36][CH:37]=2)[CH:32]=[CH:31][CH:30]=1)/[CH2:10][NH:9][CH2:8][CH2:7][N:4]1[CH2:5][CH2:6][O:1][CH2:2][CH2:3]1. The catalyst class is: 5. (4) Reactant: [Cl:1][C:2]1[CH:7]=[CH:6][C:5]([C:8]([N:15]2[C:23]3[C:18](=[C:19](/[CH:24]=[CH:25]/[S:26]([CH3:29])(=[O:28])=[O:27])[CH:20]=[CH:21][CH:22]=3)[CH:17]=[CH:16]2)([CH2:13][CH3:14])[C:9]([O:11][CH3:12])=[O:10])=[CH:4][CH:3]=1. Product: [Cl:1][C:2]1[CH:7]=[CH:6][C:5]([C:8]([N:15]2[C:23]3[C:18](=[C:19]([CH2:24][CH2:25][S:26]([CH3:29])(=[O:28])=[O:27])[CH:20]=[CH:21][CH:22]=3)[CH:17]=[CH:16]2)([CH2:13][CH3:14])[C:9]([O:11][CH3:12])=[O:10])=[CH:4][CH:3]=1. The catalyst class is: 99. (5) Reactant: [Br:1][CH:2]([CH2:6][CH3:7])[C:3](Cl)=[O:4].[Cl-].[Al+3].[Cl-].[Cl-].[Cl:12][C:13]1[CH:21]=[CH:20][C:16]2[S:17][CH:18]=[CH:19][C:15]=2[CH:14]=1. Product: [Br:1][CH:2]([CH2:6][CH3:7])[C:3]([C:18]1[S:17][C:16]2[CH:20]=[CH:21][C:13]([Cl:12])=[CH:14][C:15]=2[CH:19]=1)=[O:4]. The catalyst class is: 4.